Dataset: Reaction yield outcomes from USPTO patents with 853,638 reactions. Task: Predict the reaction yield, written as a fraction of the theoretical maximum amount of product (1.0 means a 100% yield; for example, 0.34 means a 34% yield). (1) The reactants are C([O:8][C:9]1[CH:10]=[CH:11][C:12]([NH:15][C:16](=[O:32])[CH:17]([C:24]2[CH:29]=[CH:28][C:27]([Cl:30])=[C:26]([Cl:31])[CH:25]=2)[CH2:18][CH:19]2[CH2:23][CH2:22][CH2:21][CH2:20]2)=[N:13][CH:14]=1)C1C=CC=CC=1. The catalyst is CO.[Pd]. The product is [CH:19]1([CH2:18][CH:17]([C:24]2[CH:29]=[CH:28][C:27]([Cl:30])=[C:26]([Cl:31])[CH:25]=2)[C:16]([NH:15][C:12]2[CH:11]=[CH:10][C:9]([OH:8])=[CH:14][N:13]=2)=[O:32])[CH2:23][CH2:22][CH2:21][CH2:20]1. The yield is 0.785. (2) The reactants are [CH3:1][O-:2].[Na+].[CH2:4]([O:6][C:7](=[O:15])[C:8]1[CH:13]=[CH:12][CH:11]=[N:10][C:9]=1Cl)[CH3:5]. The catalyst is CO. The yield is 0.790. The product is [CH2:4]([O:6][C:7](=[O:15])[C:8]1[CH:13]=[CH:12][CH:11]=[N:10][C:9]=1[O:2][CH3:1])[CH3:5]. (3) The reactants are [CH:1]([O:14][C:15]1[C:16]2[C:35](=[O:36])[N:34]([CH2:37][C:38]3[CH:43]=[CH:42][C:41]([F:44])=[CH:40][CH:39]=3)[CH2:33][C:17]=2[C:18](OS(C(F)(F)F)(=O)=O)=[C:19]2[C:24]=1[N:23]=[CH:22][CH:21]=[CH:20]2)([C:8]1[CH:13]=[CH:12][CH:11]=[CH:10][CH:9]=1)[C:2]1[CH:7]=[CH:6][CH:5]=[CH:4][CH:3]=1.[C:45]1(P(C2C=CC=CC=2)CCCP(C2C=CC=CC=2)C2C=CC=CC=2)C=CC=CC=1.CI.[C:76]([O-:79])([O-])=[O:77].[Cs+].[Cs+]. The catalyst is CN(C=O)C.O.CCOC(C)=O.CC([O-])=O.CC([O-])=O.[Pd+2]. The product is [CH3:45][O:79][C:76]([C:18]1[C:19]2[CH:20]=[CH:21][CH:22]=[N:23][C:24]=2[C:15]([O:14][CH:1]([C:8]2[CH:13]=[CH:12][CH:11]=[CH:10][CH:9]=2)[C:2]2[CH:3]=[CH:4][CH:5]=[CH:6][CH:7]=2)=[C:16]2[C:35](=[O:36])[N:34]([CH2:37][C:38]3[CH:39]=[CH:40][C:41]([F:44])=[CH:42][CH:43]=3)[CH2:33][C:17]=12)=[O:77]. The yield is 0.700. (4) The reactants are C([O:5][C:6]([CH:8]1[CH2:12][CH2:11][CH2:10][N:9]1[C:13](=[O:30])[CH:14]([NH:19][C:20](=[O:29])[C:21]1[CH:26]=[CH:25][C:24]([NH2:27])=[C:23]([Cl:28])[CH:22]=1)[C:15]([CH3:18])([CH3:17])[CH3:16])=[O:7])(C)(C)C.C(O)(C(F)(F)F)=O.C([O-])(O)=O.[Na+]. The catalyst is C(Cl)Cl. The product is [NH2:27][C:24]1[CH:25]=[CH:26][C:21]([C:20]([NH:19][CH:14]([C:15]([CH3:16])([CH3:17])[CH3:18])[C:13]([N:9]2[CH2:10][CH2:11][CH2:12][CH:8]2[C:6]([OH:7])=[O:5])=[O:30])=[O:29])=[CH:22][C:23]=1[Cl:28]. The yield is 1.00.